From a dataset of Reaction yield outcomes from USPTO patents with 853,638 reactions. Predict the reaction yield, written as a fraction of the theoretical maximum amount of product (1.0 means a 100% yield; for example, 0.34 means a 34% yield). (1) The reactants are [CH3:1][C:2]1[CH:7]=[CH:6][C:5]([C:8]2[O:9][C:10]([CH3:13])=[N:11][N:12]=2)=[CH:4][C:3]=1[C:14]1[CH:19]=[CH:18][C:17]([C:20](O)=[O:21])=[CH:16][CH:15]=1.[CH:23]1([NH2:26])[CH2:25][CH2:24]1.Cl.CN(C)CCCN=C=NCC.ON1C2C=CC=CC=2N=N1. The catalyst is C(Cl)Cl.O. The product is [CH:23]1([NH:26][C:20]([C:17]2[CH:18]=[CH:19][C:14]([C:3]3[CH:4]=[C:5]([C:8]4[O:9][C:10]([CH3:13])=[N:11][N:12]=4)[CH:6]=[CH:7][C:2]=3[CH3:1])=[CH:15][CH:16]=2)=[O:21])[CH2:25][CH2:24]1. The yield is 0.390. (2) The reactants are ClC(Cl)(O[C:5](=[O:11])OC(Cl)(Cl)Cl)Cl.[CH2:13]([O:20][C:21](=[O:28])[C@@H:22]([NH2:27])[CH2:23][CH:24]([CH3:26])[CH3:25])[C:14]1[CH:19]=[CH:18][CH:17]=[CH:16][CH:15]=1.[N:29]1[CH:34]=[CH:33][CH:32]=[CH:31][CH:30]=1.[CH2:35](Cl)Cl. No catalyst specified. The product is [CH2:13]([O:20][C:21](=[O:28])[C@@H:22]([NH:27][C:5]([N:29]1[CH2:34][CH2:33][CH2:32][CH2:31][CH2:30][CH2:35]1)=[O:11])[CH2:23][CH:24]([CH3:25])[CH3:26])[C:14]1[CH:19]=[CH:18][CH:17]=[CH:16][CH:15]=1. The yield is 0.880. (3) The reactants are [CH2:1]([O:7][C:8]([O:12][CH2:13][CH2:14][CH2:15][CH2:16][CH2:17][CH3:18])([CH3:11])[CH2:9][OH:10])[CH2:2][CH2:3][CH2:4][CH2:5][CH3:6].N1C=CC=CC=1.[S:25](Cl)([O:27][CH2:28][CH3:29])=[O:26]. The catalyst is C(Cl)Cl. The product is [S:25]([O:27][CH2:28][CH3:29])([O:10][CH2:9][C:8]([O:7][CH2:1][CH2:2][CH2:3][CH2:4][CH2:5][CH3:6])([O:12][CH2:13][CH2:14][CH2:15][CH2:16][CH2:17][CH3:18])[CH3:11])=[O:26]. The yield is 0.880. (4) The reactants are C(O[B:5]1[O:9][C:8]([CH3:11])([CH3:10])[C:7]([CH3:13])([CH3:12])[O:6]1)(C)C.C([Li])CCC.[F:19][C:20]1[CH:21]=[C:22]([N:27]2[CH2:32][CH2:31][O:30][CH2:29][CH2:28]2)[CH:23]=[C:24]([F:26])[CH:25]=1. No catalyst specified. The product is [F:26][C:24]1[CH:23]=[C:22]([N:27]2[CH2:32][CH2:31][O:30][CH2:29][CH2:28]2)[CH:21]=[C:20]([F:19])[C:25]=1[B:5]1[O:6][C:7]([CH3:12])([CH3:13])[C:8]([CH3:10])([CH3:11])[O:9]1. The yield is 1.00. (5) The reactants are Br[C:2]1[CH:31]=[CH:30][C:5]([O:6][CH2:7][CH2:8][CH2:9][N:10]2[CH2:15][CH2:14][CH:13]([C:16]([C:24]3[CH:29]=[CH:28][CH:27]=[CH:26][CH:25]=3)([C:18]3[CH:23]=[CH:22][CH:21]=[CH:20][CH:19]=3)[OH:17])[CH2:12][CH2:11]2)=[CH:4][CH:3]=1.[N:32]1[CH:37]=[CH:36][C:35](B(O)O)=[CH:34][CH:33]=1.C1COCC1. The catalyst is C1C=CC(P(C2C=CC=CC=2)[C-]2C=CC=C2)=CC=1.C1C=CC(P(C2C=CC=CC=2)[C-]2C=CC=C2)=CC=1.Cl[Pd]Cl.[Fe+2].O. The product is [C:18]1([C:16]([C:24]2[CH:29]=[CH:28][CH:27]=[CH:26][CH:25]=2)([CH:13]2[CH2:14][CH2:15][N:10]([CH2:9][CH2:8][CH2:7][O:6][C:5]3[CH:30]=[CH:31][C:2]([C:35]4[CH:36]=[CH:37][N:32]=[CH:33][CH:34]=4)=[CH:3][CH:4]=3)[CH2:11][CH2:12]2)[OH:17])[CH:23]=[CH:22][CH:21]=[CH:20][CH:19]=1. The yield is 0.410. (6) The reactants are [CH3:1][C:2]1[N:3]([S:18]([C:21]2[CH:22]=[N:23][CH:24]=[CH:25][CH:26]=2)(=[O:20])=[O:19])[C:4]([C:12]2[CH:17]=[CH:16][CH:15]=[CH:14][CH:13]=2)=[CH:5][C:6]=1[C:7](OCC)=[O:8].[H-].C([Al+]CC(C)C)C(C)C.O.C(OCC)(=O)C. The catalyst is O1CCCC1.C1(C)C=CC=CC=1. The product is [CH3:1][C:2]1[N:3]([S:18]([C:21]2[CH:22]=[N:23][CH:24]=[CH:25][CH:26]=2)(=[O:19])=[O:20])[C:4]([C:12]2[CH:13]=[CH:14][CH:15]=[CH:16][CH:17]=2)=[CH:5][C:6]=1[CH:7]=[O:8]. The yield is 0.270. (7) The reactants are [Cl:1][C:2]1[CH:3]=[C:4]2[C:10]([C:11]3[N:16]=[C:15]([NH:17][C@H:18]4[CH2:22][CH2:21][N:20](S(C)(=O)=O)[CH2:19]4)[C:14]([F:27])=[CH:13][N:12]=3)=[CH:9][NH:8][C:5]2=[N:6][CH:7]=1.N[C@@H]1CCN(C(OC(C)(C)C)=O)C1.[C:41](=O)([O:50][C@H:51]1[CH2:55][CH2:54][O:53][CH2:52]1)[O:42]N1C(=O)CCC1=O. No catalyst specified. The product is [Cl:1][C:2]1[CH:3]=[C:4]2[C:10]([C:11]3[N:16]=[C:15]([NH:17][C@@H:18]4[CH2:22][CH2:21][N:20]([C:41]([O:50][C@H:51]5[CH2:55][CH2:54][O:53][CH2:52]5)=[O:42])[CH2:19]4)[C:14]([F:27])=[CH:13][N:12]=3)=[CH:9][NH:8][C:5]2=[N:6][CH:7]=1. The yield is 0.470. (8) The reactants are Cl[C:2]1[O:3][C:4]2[CH:10]=[CH:9][C:8]([C:11]#[N:12])=[CH:7][C:5]=2[N:6]=1.CCN(CC)CC.[CH:20]1([N:23]2[CH2:28][CH2:27][NH:26][CH2:25][CH2:24]2)[CH2:22][CH2:21]1. The catalyst is CCO. The product is [CH:20]1([N:23]2[CH2:28][CH2:27][N:26]([C:2]3[O:3][C:4]4[CH:10]=[CH:9][C:8]([C:11]#[N:12])=[CH:7][C:5]=4[N:6]=3)[CH2:25][CH2:24]2)[CH2:22][CH2:21]1. The yield is 0.530. (9) The reactants are [Cl:1][C:2]1[CH:3]=[C:4]([NH2:16])[CH:5]=[CH:6][C:7]=1[O:8][C:9]1[CH:14]=[CH:13][N:12]=[C:11](Cl)[CH:10]=1.[CH3:17][N:18]1[CH:22]=[C:21](B2OC(C)(C)C(C)(C)O2)[CH:20]=[N:19]1.C([O-])([O-])=O.[K+].[K+].O. The catalyst is COCCOC.C1C=CC([P]([Pd]([P](C2C=CC=CC=2)(C2C=CC=CC=2)C2C=CC=CC=2)([P](C2C=CC=CC=2)(C2C=CC=CC=2)C2C=CC=CC=2)[P](C2C=CC=CC=2)(C2C=CC=CC=2)C2C=CC=CC=2)(C2C=CC=CC=2)C2C=CC=CC=2)=CC=1. The product is [Cl:1][C:2]1[CH:3]=[C:4]([CH:5]=[CH:6][C:7]=1[O:8][C:9]1[CH:14]=[CH:13][N:12]=[C:11]([C:21]2[CH:20]=[N:19][N:18]([CH3:17])[CH:22]=2)[CH:10]=1)[NH2:16]. The yield is 0.830.